The task is: Predict the reaction yield, written as a fraction of the theoretical maximum amount of product (1.0 means a 100% yield; for example, 0.34 means a 34% yield).. This data is from Reaction yield outcomes from USPTO patents with 853,638 reactions. (1) The reactants are B(F)(F)F.CCOCC.[CH2:10]([O:17][C:18]1[CH:36]=[CH:35][C:21]([C:22]([O:24][CH2:25][C:26]([C:28]2[CH:33]=[CH:32][C:31]([Br:34])=[CH:30][CH:29]=2)=O)=O)=[CH:20][CH:19]=1)[CH2:11][CH2:12][CH2:13][CH2:14][CH2:15][CH3:16].C([NH2:40])(=O)C. The catalyst is C(Cl)Cl. The product is [Br:34][C:31]1[CH:32]=[CH:33][C:28]([C:26]2[N:40]=[C:22]([C:21]3[CH:35]=[CH:36][C:18]([O:17][CH2:10][CH2:11][CH2:12][CH2:13][CH2:14][CH2:15][CH3:16])=[CH:19][CH:20]=3)[O:24][CH:25]=2)=[CH:29][CH:30]=1. The yield is 0.230. (2) The reactants are [CH2:1]([N:8]1[CH2:13][CH:12]2[C@@:10]([C:14](O)=[O:15])([CH2:11]2)[C@@H:9]1[C:17]1[CH:22]=[CH:21][CH:20]=[CH:19][CH:18]=1)[C:2]1[CH:7]=[CH:6][CH:5]=[CH:4][CH:3]=1.S(Cl)([Cl:25])=O. No catalyst specified. The product is [CH2:1]([N:8]1[CH2:13][CH:12]2[C@@:10]([C:14]([Cl:25])=[O:15])([CH2:11]2)[C@@H:9]1[C:17]1[CH:22]=[CH:21][CH:20]=[CH:19][CH:18]=1)[C:2]1[CH:7]=[CH:6][CH:5]=[CH:4][CH:3]=1. The yield is 1.00. (3) The reactants are [Cl:1][C:2]1[CH:7]=[C:6]([C:8](=[O:12])[N:9]([CH3:11])[CH3:10])[CH:5]=[CH:4][C:3]=1[N:13]([CH3:33])[C:14]([C:16]1[S:32][C:19]2[C:20]3[CH:28]=[CH:27][C:26]([C:29](O)=[O:30])=[CH:25][C:21]=3[O:22][CH2:23][CH2:24][C:18]=2[CH:17]=1)=[O:15].[CH2:34]([NH2:36])[CH3:35].N1C=CC=CC=1. The catalyst is O=S(Cl)Cl.C1COCC1. The product is [Cl:1][C:2]1[CH:7]=[C:6]([C:8](=[O:12])[N:9]([CH3:10])[CH3:11])[CH:5]=[CH:4][C:3]=1[N:13]([CH3:33])[C:14]([C:16]1[S:32][C:19]2[C:20]3[CH:28]=[CH:27][C:26]([C:29]([NH:36][CH2:34][CH3:35])=[O:30])=[CH:25][C:21]=3[O:22][CH2:23][CH2:24][C:18]=2[CH:17]=1)=[O:15]. The yield is 0.310. (4) The reactants are [F:1][C:2]([F:33])([F:32])[C:3]1[CH:4]=[C:5]([CH:25]=[C:26]([C:28]([F:31])([F:30])[F:29])[CH:27]=1)[CH2:6][N:7]([CH3:24])[C:8](=[O:23])[C:9]1[C:14]([C:15]2[CH:20]=[CH:19][CH:18]=[CH:17][C:16]=2[CH3:21])=[CH:13][C:12](Cl)=[N:11][CH:10]=1.[OH:34][CH:35]1[CH2:40][CH2:39][NH:38][CH2:37][CH2:36]1.C(N(C(C)C)C(C)C)C. The catalyst is CN(C1C=CN=CC=1)C.ClCCl.O. The product is [F:1][C:2]([F:33])([F:32])[C:3]1[CH:4]=[C:5]([CH:25]=[C:26]([C:28]([F:31])([F:30])[F:29])[CH:27]=1)[CH2:6][N:7]([CH3:24])[C:8]([C:9]1[C:14]([C:15]2[CH:20]=[CH:19][CH:18]=[CH:17][C:16]=2[CH3:21])=[CH:13][C:12]([N:38]2[CH2:39][CH2:40][CH:35]([OH:34])[CH2:36][CH2:37]2)=[N:11][CH:10]=1)=[O:23]. The yield is 0.800. (5) The reactants are [CH3:1][C:2]1[O:6][N:5]=[C:4]([C:7]2[CH:12]=[CH:11][CH:10]=[CH:9][CH:8]=2)[C:3]=1[C:13]1[N:14]=[C:15]2[CH:20]=[C:19]([NH2:21])[CH:18]=[CH:17][N:16]2[CH:22]=1.[C:23](O)(=[O:30])[C:24]1[CH:29]=[CH:28][CH:27]=[N:26][CH:25]=1. No catalyst specified. The yield is 0.140. The product is [CH3:1][C:2]1[O:6][N:5]=[C:4]([C:7]2[CH:8]=[CH:9][CH:10]=[CH:11][CH:12]=2)[C:3]=1[C:13]1[N:14]=[C:15]2[CH:20]=[C:19]([NH:21][C:23](=[O:30])[C:24]3[CH:29]=[CH:28][CH:27]=[N:26][CH:25]=3)[CH:18]=[CH:17][N:16]2[CH:22]=1. (6) The reactants are C[Si](C)(C)[O:3][C:4]([C:6]1[CH:11]=[CH:10][C:9]([N:12]2[CH:16]=[N:15][CH:14]=[N:13]2)=[CH:8][CH:7]=1)=[CH2:5].Br[CH:20]([C:25]1[CH:30]=[C:29]([Cl:31])[CH:28]=[C:27]([Cl:32])[CH:26]=1)[C:21]([F:24])([F:23])[F:22].N1C=CC=CC=1C1C=CC=CN=1. The catalyst is ClC1C=CC=CC=1Cl.Cl[Cu]. The product is [N:12]1([C:9]2[CH:10]=[CH:11][C:6]([C:4](=[O:5])[CH2:3][CH:20]([C:25]3[CH:26]=[C:27]([Cl:32])[CH:28]=[C:29]([Cl:31])[CH:30]=3)[C:21]([F:24])([F:23])[F:22])=[CH:7][CH:8]=2)[CH:16]=[N:15][CH:14]=[N:13]1. The yield is 0.310. (7) The reactants are N(C(OC(C)C)=O)=NC(OC(C)C)=O.[OH:15][CH:16]1[CH2:21][CH2:20][N:19]([C:22]([O:24][C:25]([CH3:28])([CH3:27])[CH3:26])=[O:23])[CH2:18][CH2:17]1.[F:29][C:30]1[CH:35]=[C:34]([F:36])[CH:33]=[CH:32][C:31]=1O.C1(P(C2C=CC=CC=2)C2C=CC=CC=2)C=CC=CC=1. The catalyst is C1(C)C=CC=CC=1. The product is [F:29][C:30]1[CH:35]=[C:34]([F:36])[CH:33]=[CH:32][C:31]=1[O:15][CH:16]1[CH2:17][CH2:18][N:19]([C:22]([O:24][C:25]([CH3:28])([CH3:27])[CH3:26])=[O:23])[CH2:20][CH2:21]1. The yield is 0.980. (8) The reactants are [CH2:1]([C:3]1[S:7][C:6]([C:8]([O:10][CH3:11])=[O:9])=[CH:5][C:4]=1[C:12]1[N:16]([CH3:17])[N:15]=[CH:14][CH:13]=1)[CH3:2].[Br:18]N1C(=O)CCC1=O. The catalyst is O1CCCC1. The product is [Br:18][C:13]1[CH:14]=[N:15][N:16]([CH3:17])[C:12]=1[C:4]1[CH:5]=[C:6]([C:8]([O:10][CH3:11])=[O:9])[S:7][C:3]=1[CH2:1][CH3:2]. The yield is 0.890.